From a dataset of Catalyst prediction with 721,799 reactions and 888 catalyst types from USPTO. Predict which catalyst facilitates the given reaction. (1) Reactant: Cl.[Cl:2][C:3]1[CH:8]=[CH:7][C:6]([OH:9])=[CH:5][C:4]=1[C:10]1[N:15]=[C:14]([C:16]2[C:17]([CH3:22])=[N:18][O:19][C:20]=2[CH3:21])[C:13]([CH3:23])=[C:12]([NH:24][C@H:25]2[CH2:30][CH2:29][NH:28][C@@H:27]([CH3:31])[CH2:26]2)[N:11]=1.C(O[C:35]1(O[Si](C)(C)C)[CH2:37][CH2:36]1)C.CC(O)=O.[BH3-]C#N.[Na+]. Product: [Cl:2][C:3]1[CH:8]=[CH:7][C:6]([OH:9])=[CH:5][C:4]=1[C:10]1[N:11]=[C:12]([NH:24][C@H:25]2[CH2:30][CH2:29][N:28]([CH:35]3[CH2:37][CH2:36]3)[C@@H:27]([CH3:31])[CH2:26]2)[C:13]([CH3:23])=[C:14]([C:16]2[C:17]([CH3:22])=[N:18][O:19][C:20]=2[CH3:21])[N:15]=1. The catalyst class is: 5. (2) Reactant: Br[C:2]1[CH:6]=[C:5]([NH:7][C:8]([O:10][C:11]([CH3:14])([CH3:13])[CH3:12])=[O:9])[S:4][C:3]=1/[CH:15]=[CH:16]/[C:17]([O:19][CH2:20][CH3:21])=[O:18].[C:22]1(C)[CH:27]=[CH:26][CH:25]=[CH:24][CH:23]=1.C1(B(O)O)C=CC=CC=1.C(=O)([O-])[O-].[K+].[K+]. Product: [C:11]([O:10][C:8]([NH:7][C:5]1[S:4][C:3](/[CH:15]=[CH:16]/[C:17]([O:19][CH2:20][CH3:21])=[O:18])=[C:2]([C:22]2[CH:27]=[CH:26][CH:25]=[CH:24][CH:23]=2)[CH:6]=1)=[O:9])([CH3:14])([CH3:13])[CH3:12]. The catalyst class is: 103. (3) Reactant: [CH3:9][S:6](O[S:6]([CH3:9])(=[O:8])=[O:7])(=[O:8])=[O:7].[C:10]([C:12]1[C:20]2[CH2:19][CH2:18][NH:17][CH2:16][C:15]=2[S:14][C:13]=1[NH:21][C:22](=[O:36])[CH:23]([C:30]1[CH:35]=[CH:34][CH:33]=[CH:32][CH:31]=1)[C:24]1[CH:29]=[CH:28][CH:27]=[CH:26][CH:25]=1)#[N:11].CCN(CC)CC. Product: [C:10]([C:12]1[C:20]2[CH2:19][CH2:18][N:17]([S:6]([CH3:9])(=[O:7])=[O:8])[CH2:16][C:15]=2[S:14][C:13]=1[NH:21][C:22](=[O:36])[CH:23]([C:30]1[CH:31]=[CH:32][CH:33]=[CH:34][CH:35]=1)[C:24]1[CH:29]=[CH:28][CH:27]=[CH:26][CH:25]=1)#[N:11]. The catalyst class is: 124. (4) Reactant: [Cl:1][C:2]1[CH:3]=[C:4]([CH3:19])[C:5]2[O:10][CH:9]([C:11]3[CH:16]=[CH:15][CH:14]=[CH:13][CH:12]=3)[C:8](=O)[NH:7][C:6]=2[CH:18]=1.B.O1CCCC1.Cl.O. Product: [Cl:1][C:2]1[CH:3]=[C:4]([CH3:19])[C:5]2[O:10][CH:9]([C:11]3[CH:16]=[CH:15][CH:14]=[CH:13][CH:12]=3)[CH2:8][NH:7][C:6]=2[CH:18]=1. The catalyst class is: 54. (5) Reactant: [F:1][C:2]1[C:30]([F:31])=[CH:29][CH:28]=[CH:27][C:3]=1[O:4][C:5]1[CH:10]=[CH:9][C:8]([C:11]2[C:19]3[C:14](=[N:15][CH:16]=[N:17][C:18]=3[NH2:20])[N:13]([C@@H:21]3[CH2:26][CH2:25][CH2:24][NH:23][CH2:22]3)[N:12]=2)=[CH:7][CH:6]=1.CN(C(ON1N=NC2C=CC=NC1=2)=[N+](C)C)C.F[P-](F)(F)(F)(F)F.C(N(CC)CC)C.[C:63]([CH2:65][C:66](O)=[O:67])#[N:64]. Product: [NH2:20][C:18]1[N:17]=[CH:16][N:15]=[C:14]2[N:13]([C@@H:21]3[CH2:26][CH2:25][CH2:24][N:23]([C:66](=[O:67])[CH2:65][C:63]#[N:64])[CH2:22]3)[N:12]=[C:11]([C:8]3[CH:7]=[CH:6][C:5]([O:4][C:3]4[CH:27]=[CH:28][CH:29]=[C:30]([F:31])[C:2]=4[F:1])=[CH:10][CH:9]=3)[C:19]=12. The catalyst class is: 4.